Dataset: Reaction yield outcomes from USPTO patents with 853,638 reactions. Task: Predict the reaction yield, written as a fraction of the theoretical maximum amount of product (1.0 means a 100% yield; for example, 0.34 means a 34% yield). (1) The reactants are [C:1](#[N:4])[CH:2]=[CH2:3].[NH2:5][CH:6]1[CH2:11][CH2:10][N:9]([CH2:12][C:13]2[CH:14]=[CH:15][N:16]3[C:21]=2[C:20]([NH:22][C:23]2[CH:24]=[C:25]4[C:29](=[CH:30][CH:31]=2)[N:28]([CH2:32][C:33]2[CH:38]=[CH:37][CH:36]=[C:35]([F:39])[CH:34]=2)[N:27]=[CH:26]4)=[N:19][CH:18]=[N:17]3)[CH2:8][CH2:7]1. The catalyst is CO. The product is [F:39][C:35]1[CH:34]=[C:33]([CH:38]=[CH:37][CH:36]=1)[CH2:32][N:28]1[C:29]2[C:25](=[CH:24][C:23]([NH:22][C:20]3[C:21]4=[C:13]([CH2:12][N:9]5[CH2:8][CH2:7][CH:6]([NH:5][CH2:3][CH2:2][C:1]#[N:4])[CH2:11][CH2:10]5)[CH:14]=[CH:15][N:16]4[N:17]=[CH:18][N:19]=3)=[CH:31][CH:30]=2)[CH:26]=[N:27]1. The yield is 0.760. (2) The reactants are [Cl:1][C:2]1[CH:7]=[C:6]([Cl:8])[CH:5]=[CH:4][C:3]=1[N:9]=[C:10]=S.[NH:12]([C:14](=[O:37])[C:15]([NH:17][C:18]1[CH:19]=[CH:20][C:21]([O:24][CH:25]2[CH2:30][CH2:29][C:28]([CH3:36])([C:31]([O:33][CH2:34][CH3:35])=[O:32])[CH2:27][CH2:26]2)=[N:22][CH:23]=1)=[O:16])[NH2:13].Cl.CN(C)CCCN=C=NCC.O. The catalyst is CN(C=O)C. The product is [Cl:1][C:2]1[CH:7]=[C:6]([Cl:8])[CH:5]=[CH:4][C:3]=1[NH:9][C:10]1[O:37][C:14]([C:15]([NH:17][C:18]2[CH:19]=[CH:20][C:21]([O:24][CH:25]3[CH2:30][CH2:29][C:28]([CH3:36])([C:31]([O:33][CH2:34][CH3:35])=[O:32])[CH2:27][CH2:26]3)=[N:22][CH:23]=2)=[O:16])=[N:12][N:13]=1. The yield is 1.22. (3) The reactants are [CH:1]1([CH2:5]O)[CH2:4][CH2:3][CH2:2]1.[CH2:7]([O:9][C:10]([CH:12]=P(C1C=CC=CC=1)(C1C=CC=CC=1)C1C=CC=CC=1)=[O:11])[CH3:8].N1C=CC=CC=1. The catalyst is C(Cl)(Cl)Cl.[O-2].[O-2].[Mn+4]. The product is [CH:1]1([CH:5]=[CH:12][C:10]([O:9][CH2:7][CH3:8])=[O:11])[CH2:2][CH2:3][CH2:4]1. The yield is 0.150. (4) The reactants are [CH2:1]([C:8]1[C:17](Cl)=[N:16][C:15]2[C:10](=[CH:11][CH:12]=[CH:13][CH:14]=2)[N:9]=1)[C:2]1[CH:7]=[CH:6][CH:5]=[CH:4][CH:3]=1.[C-:19]#[N:20].[K+]. The catalyst is CN(C=O)C.CCOC(C)=O. The product is [CH2:1]([C:8]1[C:17]([C:19]#[N:20])=[N:16][C:15]2[C:10](=[CH:11][CH:12]=[CH:13][CH:14]=2)[N:9]=1)[C:2]1[CH:7]=[CH:6][CH:5]=[CH:4][CH:3]=1. The yield is 0.600. (5) The reactants are [F:1][C:2]1[CH:7]=[CH:6][C:5]([C:8]2[O:9][C:10]3[CH:20]=[C:19]([N:21]([CH3:26])[S:22]([CH3:25])(=[O:24])=[O:23])[C:18]([C:27]4[CH2:31][N:30]([C:32]([O:34][C:35]([CH3:38])([CH3:37])[CH3:36])=[O:33])[C@H:29]([C:39]([O:41][CH3:42])=[O:40])[CH:28]=4)=[CH:17][C:11]=3[C:12]=2[C:13](=[O:16])[NH:14][CH3:15])=[CH:4][CH:3]=1. The catalyst is CO.[Pd]. The product is [F:1][C:2]1[CH:7]=[CH:6][C:5]([C:8]2[O:9][C:10]3[CH:20]=[C:19]([N:21]([CH3:26])[S:22]([CH3:25])(=[O:24])=[O:23])[C:18]([CH:27]4[CH2:31][N:30]([C:32]([O:34][C:35]([CH3:37])([CH3:38])[CH3:36])=[O:33])[C@H:29]([C:39]([O:41][CH3:42])=[O:40])[CH2:28]4)=[CH:17][C:11]=3[C:12]=2[C:13](=[O:16])[NH:14][CH3:15])=[CH:4][CH:3]=1. The yield is 0.867. (6) The reactants are [CH3:1][C@H:2]1[NH:6][C@@H:5]([C:7]([O:9][CH3:10])=[O:8])[CH2:4][CH2:3]1.CCN(CC)CC.[CH3:18][C:19]([O:22][C:23](O[C:23]([O:22][C:19]([CH3:21])([CH3:20])[CH3:18])=[O:24])=[O:24])([CH3:21])[CH3:20]. The catalyst is C(Cl)Cl.CN(C1C=CN=CC=1)C. The product is [CH3:1][C@@H:2]1[N:6]([C:23]([O:22][C:19]([CH3:21])([CH3:20])[CH3:18])=[O:24])[C@@H:5]([C:7]([O:9][CH3:10])=[O:8])[CH2:4][CH2:3]1. The yield is 0.720.